From a dataset of Reaction yield outcomes from USPTO patents with 853,638 reactions. Predict the reaction yield, written as a fraction of the theoretical maximum amount of product (1.0 means a 100% yield; for example, 0.34 means a 34% yield). The reactants are [C:1]([O:5][C:6](=[O:29])[CH2:7][C@@H:8]([CH2:17]OS(C1C=CC(C)=CC=1)(=O)=O)[CH2:9][C@H:10]([CH3:16])[CH2:11][CH2:12][CH2:13][CH2:14][CH3:15])([CH3:4])([CH3:3])[CH3:2].[N-:30]=[N+:31]=[N-:32].[Na+].CS(C)=O. The catalyst is CCOC(C)=O. The product is [C:1]([O:5][C:6](=[O:29])[CH2:7][C@@H:8]([CH2:17][N:30]=[N+:31]=[N-:32])[CH2:9][C@H:10]([CH3:16])[CH2:11][CH2:12][CH2:13][CH2:14][CH3:15])([CH3:4])([CH3:3])[CH3:2]. The yield is 0.890.